From a dataset of Full USPTO retrosynthesis dataset with 1.9M reactions from patents (1976-2016). Predict the reactants needed to synthesize the given product. (1) Given the product [OH:30][CH2:29][CH2:28][CH2:27][CH2:26][CH2:25][CH2:24][CH2:23][CH2:22][CH2:21][CH2:20][CH2:1][C:4]1[CH:9]=[CH:8][C:7]([B:10]([OH:12])[O:11][C:13]([OH:14])=[O:16])=[CH:6][CH:5]=1, predict the reactants needed to synthesize it. The reactants are: [C:1]([C:4]1[CH:9]=[CH:8][C:7]([B:10]([OH:12])[OH:11])=[CH:6][CH:5]=1)(O)=O.[C:13](=[O:16])([O-])[OH:14].[K+].BrC[CH2:20][CH2:21][CH2:22][CH2:23][CH2:24][CH2:25][CH2:26][CH2:27][CH2:28][CH2:29][OH:30]. (2) Given the product [Cl:1][C:2]1[N:3]=[CH:4][CH:5]=[CH:6][C:7]=1[C:8]([NH:10][C:11]1[CH:12]=[CH:13][C:14]([C:29]([F:35])([F:34])[C:30]([F:32])([F:33])[F:31])=[C:15]([O:16][CH2:17][C@@H:18]([OH:24])[N:19]2[CH2:20][CH2:21][CH2:22][CH2:23]2)[CH:28]=1)=[O:9], predict the reactants needed to synthesize it. The reactants are: [Cl:1][C:2]1[C:7]([C:8]([NH:10][C:11]2[CH:12]=[CH:13][C:14]([C:29]([F:35])([F:34])[C:30]([F:33])([F:32])[F:31])=[C:15]([CH:28]=2)[O:16][CH2:17][C@@H:18]([O:24]C(=O)C)[N:19]2[CH2:23][CH2:22][CH2:21][CH2:20]2)=[O:9])=[CH:6][CH:5]=[CH:4][N:3]=1.[NH4+].[OH-]. (3) Given the product [Br:1][C:2]1[CH:10]=[CH:9][C:5]([C:6]([O:8][CH2:17][CH3:18])=[O:7])=[C:4]([CH3:11])[CH:3]=1, predict the reactants needed to synthesize it. The reactants are: [Br:1][C:2]1[CH:10]=[CH:9][C:5]([C:6]([OH:8])=[O:7])=[C:4]([CH3:11])[CH:3]=1.OS(O)(=O)=O.[CH3:17][CH2:18]O. (4) Given the product [Cl:1][C:2]1[CH:7]=[CH:6][N:5]=[CH:4][C:3]=1[CH:24]=[O:25], predict the reactants needed to synthesize it. The reactants are: [Cl:1][C:2]1[CH:7]=[CH:6][N:5]=[CH:4][CH:3]=1.Cl.ClC1C=CN=CC=1.[Li+].CC([N-]C(C)C)C.[CH:24](OCC)=[O:25]. (5) Given the product [CH2:49]([O:48][C:46]([N:1]1[CH:5]=[CH:4][N:3]=[C:2]1[CH2:6][N:7]([CH2:14][C:15]1[CH:37]=[CH:36][C:18]([C:19]([NH:21][C:22]2[CH:23]=[CH:24][C:25]([CH2:28][N:29]([CH2:33][CH2:34][CH3:35])[CH2:30][CH2:31][CH3:32])=[CH:26][CH:27]=2)=[O:20])=[CH:17][CH:16]=1)[CH2:8][C:9]1[N:13]([C:46]([O:48][CH2:49][CH2:50][CH2:43][CH3:44])=[O:47])[CH:12]=[CH:11][N:10]=1)=[O:47])[CH2:50][CH2:51][CH3:52], predict the reactants needed to synthesize it. The reactants are: [NH:1]1[CH:5]=[CH:4][N:3]=[C:2]1[CH2:6][N:7]([CH2:14][C:15]1[CH:37]=[CH:36][C:18]([C:19]([NH:21][C:22]2[CH:27]=[CH:26][C:25]([CH2:28][N:29]([CH2:33][CH2:34][CH3:35])[CH2:30][CH2:31][CH3:32])=[CH:24][CH:23]=2)=[O:20])=[CH:17][CH:16]=1)[CH2:8][C:9]1[NH:10][CH:11]=[CH:12][N:13]=1.C(N([CH2:43][CH3:44])CC)C.Cl[C:46]([O:48][CH2:49][CH2:50][CH2:51][CH3:52])=[O:47].